From a dataset of NCI-60 drug combinations with 297,098 pairs across 59 cell lines. Regression. Given two drug SMILES strings and cell line genomic features, predict the synergy score measuring deviation from expected non-interaction effect. (1) Drug 1: C1CCC(C1)C(CC#N)N2C=C(C=N2)C3=C4C=CNC4=NC=N3. Drug 2: CS(=O)(=O)OCCCCOS(=O)(=O)C. Cell line: SK-OV-3. Synergy scores: CSS=-0.0880, Synergy_ZIP=-1.28, Synergy_Bliss=-2.26, Synergy_Loewe=-5.02, Synergy_HSA=-2.76. (2) Drug 2: CC1=C(C=C(C=C1)C(=O)NC2=CC(=CC(=C2)C(F)(F)F)N3C=C(N=C3)C)NC4=NC=CC(=N4)C5=CN=CC=C5. Cell line: A498. Drug 1: C1=CC(=CC=C1CC(C(=O)O)N)N(CCCl)CCCl.Cl. Synergy scores: CSS=-0.564, Synergy_ZIP=1.91, Synergy_Bliss=2.18, Synergy_Loewe=-4.16, Synergy_HSA=-3.74. (3) Drug 1: C1=CN(C(=O)N=C1N)C2C(C(C(O2)CO)O)O.Cl. Drug 2: CC1CCC2CC(C(=CC=CC=CC(CC(C(=O)C(C(C(=CC(C(=O)CC(OC(=O)C3CCCCN3C(=O)C(=O)C1(O2)O)C(C)CC4CCC(C(C4)OC)OCCO)C)C)O)OC)C)C)C)OC. Cell line: LOX IMVI. Synergy scores: CSS=27.9, Synergy_ZIP=0.496, Synergy_Bliss=-1.68, Synergy_Loewe=-10.7, Synergy_HSA=-2.79. (4) Drug 1: C1CCC(CC1)NC(=O)N(CCCl)N=O. Synergy scores: CSS=64.1, Synergy_ZIP=6.87, Synergy_Bliss=7.06, Synergy_Loewe=-13.5, Synergy_HSA=6.99. Drug 2: CC1=CC2C(CCC3(C2CCC3(C(=O)C)OC(=O)C)C)C4(C1=CC(=O)CC4)C. Cell line: SR. (5) Drug 1: CCC(=C(C1=CC=CC=C1)C2=CC=C(C=C2)OCCN(C)C)C3=CC=CC=C3.C(C(=O)O)C(CC(=O)O)(C(=O)O)O. Cell line: NCI-H460. Drug 2: CC1=C(N=C(N=C1N)C(CC(=O)N)NCC(C(=O)N)N)C(=O)NC(C(C2=CN=CN2)OC3C(C(C(C(O3)CO)O)O)OC4C(C(C(C(O4)CO)O)OC(=O)N)O)C(=O)NC(C)C(C(C)C(=O)NC(C(C)O)C(=O)NCCC5=NC(=CS5)C6=NC(=CS6)C(=O)NCCC[S+](C)C)O. Synergy scores: CSS=32.6, Synergy_ZIP=-0.374, Synergy_Bliss=-0.524, Synergy_Loewe=-9.03, Synergy_HSA=0.785. (6) Synergy scores: CSS=32.0, Synergy_ZIP=1.74, Synergy_Bliss=2.32, Synergy_Loewe=-7.74, Synergy_HSA=-5.87. Cell line: UACC62. Drug 1: CC(C)(C#N)C1=CC(=CC(=C1)CN2C=NC=N2)C(C)(C)C#N. Drug 2: C1=NC(=NC(=O)N1C2C(C(C(O2)CO)O)O)N. (7) Drug 1: CC1CCC2CC(C(=CC=CC=CC(CC(C(=O)C(C(C(=CC(C(=O)CC(OC(=O)C3CCCCN3C(=O)C(=O)C1(O2)O)C(C)CC4CCC(C(C4)OC)O)C)C)O)OC)C)C)C)OC. Drug 2: C1=CC=C(C=C1)NC(=O)CCCCCCC(=O)NO. Cell line: SR. Synergy scores: CSS=37.6, Synergy_ZIP=-3.56, Synergy_Bliss=-2.98, Synergy_Loewe=-7.82, Synergy_HSA=0.322.